From a dataset of Forward reaction prediction with 1.9M reactions from USPTO patents (1976-2016). Predict the product of the given reaction. (1) Given the reactants C[O:2][C:3](=[O:38])[C:4]1[CH:9]=[CH:8][C:7]([NH:10][C:11](=[O:36])[CH:12]([C:19]2[N:20]([C:29]3[CH:34]=[CH:33][C:32]([Cl:35])=[CH:31][CH:30]=3)[N:21]=[C:22]3[CH2:28][CH2:27][CH2:26][CH2:25][CH2:24][C:23]=23)[CH:13]2[CH2:18][CH2:17][CH2:16][CH2:15][CH2:14]2)=[C:6]([F:37])[CH:5]=1.[OH-].[Li+], predict the reaction product. The product is: [Cl:35][C:32]1[CH:31]=[CH:30][C:29]([N:20]2[C:19]([CH:12]([CH:13]3[CH2:14][CH2:15][CH2:16][CH2:17][CH2:18]3)[C:11]([NH:10][C:7]3[CH:8]=[CH:9][C:4]([C:3]([OH:38])=[O:2])=[CH:5][C:6]=3[F:37])=[O:36])=[C:23]3[CH2:24][CH2:25][CH2:26][CH2:27][CH2:28][C:22]3=[N:21]2)=[CH:34][CH:33]=1. (2) The product is: [C:1]([O:5][C:6]([N:8]1[CH2:9][CH2:10][N:11]([C:14]2[CH:19]=[CH:18][C:17]([NH2:20])=[C:16]([C:23](=[O:39])[NH:24][CH:25]([C:32]([O:34][C:35]([CH3:38])([CH3:37])[CH3:36])=[O:33])[CH2:26][O:27][C:28]([CH3:29])([CH3:31])[CH3:30])[CH:15]=2)[CH2:12][CH2:13]1)=[O:7])([CH3:2])([CH3:3])[CH3:4]. Given the reactants [C:1]([O:5][C:6]([N:8]1[CH2:13][CH2:12][N:11]([C:14]2[CH:19]=[CH:18][C:17]([N+:20]([O-])=O)=[C:16]([C:23](=[O:39])[NH:24][CH:25]([C:32]([O:34][C:35]([CH3:38])([CH3:37])[CH3:36])=[O:33])[CH2:26][O:27][C:28]([CH3:31])([CH3:30])[CH3:29])[CH:15]=2)[CH2:10][CH2:9]1)=[O:7])([CH3:4])([CH3:3])[CH3:2], predict the reaction product. (3) Given the reactants [CH2:1]([NH:3][C:4]1[CH:9]=[C:8]([O:10][CH3:11])[CH:7]=[CH:6][C:5]=1[C@@H:12]1[CH2:21][CH2:20][C:19]2[CH:18]=[C:17]([O:22]C(=O)C(C)(C)C)[CH:16]=[CH:15][C:14]=2[CH2:13]1)[CH3:2].C(OC([CH2:36][NH:37][C:38]([CH3:50])([CH3:49])[CH2:39][C:40]1[CH:48]=[CH:47][C:43]([C:44](O)=O)=[CH:42][CH:41]=1)=O)(C)(C)C.C(OC(CNC(C)(C)CC1C=CC(C(CCNC2C=C(OC)C=CC=2C2CCC3C=C(OC(=O)C(C)(C)C)C=CC=3C2)=O)=CC=1)=O)(C)(C)C, predict the reaction product. The product is: [CH2:1]([N:3]([CH2:44][C:43]1[CH:47]=[CH:48][C:40]([CH2:39][C:38]([CH3:50])([NH:37][CH3:36])[CH3:49])=[CH:41][CH:42]=1)[C:4]1[CH:9]=[C:8]([O:10][CH3:11])[CH:7]=[CH:6][C:5]=1[C@@H:12]1[CH2:21][CH2:20][C:19]2[CH:18]=[C:17]([OH:22])[CH:16]=[CH:15][C:14]=2[CH2:13]1)[CH3:2]. (4) Given the reactants C([SiH](CC)CC)C.[F:8][C:9]1[C:10]([NH:44][CH:45]2[CH:51]3[CH2:52][CH2:53][CH:47]([CH2:48][CH2:49][CH2:50]3)[CH:46]2[C:54]([O:56][CH3:57])=[O:55])=[N:11][C:12]([C:15]2[C:23]3[C:18](=[N:19][CH:20]=[C:21]([F:24])[CH:22]=3)[N:17](C(C3C=CC=CC=3)(C3C=CC=CC=3)C3C=CC=CC=3)[N:16]=2)=[N:13][CH:14]=1.FC(F)(F)C(O)=O, predict the reaction product. The product is: [F:8][C:9]1[C:10]([NH:44][CH:45]2[CH:51]3[CH2:52][CH2:53][CH:47]([CH2:48][CH2:49][CH2:50]3)[CH:46]2[C:54]([O:56][CH3:57])=[O:55])=[N:11][C:12]([C:15]2[C:23]3[C:18](=[N:19][CH:20]=[C:21]([F:24])[CH:22]=3)[NH:17][N:16]=2)=[N:13][CH:14]=1. (5) Given the reactants [I:1][C:2]1[CH:3]=[C:4]2[C:8](=[CH:9][CH:10]=1)[N:7]([S:11]([C:14]1[CH:19]=[CH:18][CH:17]=[CH:16][CH:15]=1)(=[O:13])=[O:12])[C:6]([C:20]([O:22][CH2:23][CH3:24])=[O:21])=[C:5]2[S:25](Cl)(=[O:27])=[O:26].[C:29]([NH:36][CH2:37][CH2:38][NH2:39])([O:31][C:32]([CH3:35])([CH3:34])[CH3:33])=[O:30].C(N(CC)CC)C, predict the reaction product. The product is: [C:32]([O:31][C:29]([NH:36][CH2:37][CH2:38][NH:39][S:25]([C:5]1[C:4]2[C:8](=[CH:9][CH:10]=[C:2]([I:1])[CH:3]=2)[N:7]([S:11]([C:14]2[CH:19]=[CH:18][CH:17]=[CH:16][CH:15]=2)(=[O:13])=[O:12])[C:6]=1[C:20]([O:22][CH2:23][CH3:24])=[O:21])(=[O:27])=[O:26])=[O:30])([CH3:35])([CH3:34])[CH3:33]. (6) Given the reactants [CH3:1][O:2][C:3](=[O:10])[CH2:4][C:5]([CH:7]1[CH2:9][CH2:8]1)=O.C([O:13][C:14](=O)[C:15]1[CH:20]=[CH:19][CH:18]=[CH:17][C:16]=1[NH2:21])C.[C:23]1(C)C=CC=CC=1, predict the reaction product. The product is: [CH2:1]([O:2][C:3]([C:4]1[C:14](=[O:13])[C:15]2[C:16](=[CH:17][CH:18]=[CH:19][CH:20]=2)[NH:21][C:5]=1[CH:7]1[CH2:9][CH2:8]1)=[O:10])[CH3:23]. (7) Given the reactants C(NC(C)C)(C)C.[CH:8]1([CH2:12][C@@H:13]([C:22]([OH:24])=O)[NH:14][C:15]([O:17][C:18]([CH3:21])([CH3:20])[CH3:19])=[O:16])[CH2:11][CH2:10][CH2:9]1.C(N1C=CN=C1)(N1C=CN=C1)=O.Cl.[CH3:38][NH:39][O:40][CH3:41].CCN(C(C)C)C(C)C, predict the reaction product. The product is: [CH:8]1([CH2:12][C@H:13]([NH:14][C:15](=[O:16])[O:17][C:18]([CH3:19])([CH3:20])[CH3:21])[C:22]([N:39]([CH3:38])[O:40][CH3:41])=[O:24])[CH2:9][CH2:10][CH2:11]1. (8) Given the reactants [I:1][C:2]1[C:10]2[C:9](=O)[NH:8][CH:7]=[N:6][C:5]=2[NH:4][CH:3]=1.[C:12](=[O:15])([O-])[O-].[K+].[K+].[C:18]1(C)C=CC(S(OC)(=O)=O)=CC=1.O, predict the reaction product. The product is: [I:1][C:2]1[C:10]2[C:12](=[O:15])[N:8]([CH3:9])[CH:7]=[N:6][C:5]=2[N:4]([CH3:18])[CH:3]=1.